Regression. Given two drug SMILES strings and cell line genomic features, predict the synergy score measuring deviation from expected non-interaction effect. From a dataset of NCI-60 drug combinations with 297,098 pairs across 59 cell lines. Drug 1: CN(C)C1=NC(=NC(=N1)N(C)C)N(C)C. Drug 2: CNC(=O)C1=NC=CC(=C1)OC2=CC=C(C=C2)NC(=O)NC3=CC(=C(C=C3)Cl)C(F)(F)F. Cell line: SN12C. Synergy scores: CSS=21.5, Synergy_ZIP=3.52, Synergy_Bliss=2.81, Synergy_Loewe=-39.9, Synergy_HSA=1.03.